The task is: Predict the reactants needed to synthesize the given product.. This data is from Full USPTO retrosynthesis dataset with 1.9M reactions from patents (1976-2016). (1) Given the product [C:17]([O:16][C:14]([N:11]1[CH2:12][CH2:13][CH:8]([C:5]2[CH:6]=[CH:7][C:2]([Br:1])=[CH:3][CH:4]=2)[CH2:9][CH2:10]1)=[O:15])([CH3:20])([CH3:18])[CH3:19], predict the reactants needed to synthesize it. The reactants are: [Br:1][C:2]1[CH:7]=[CH:6][C:5]([C:8]2[CH2:13][CH2:12][N:11]([C:14]([O:16][C:17]([CH3:20])([CH3:19])[CH3:18])=[O:15])[CH2:10][CH:9]=2)=[CH:4][CH:3]=1.[H][H]. (2) Given the product [CH:2]([N:5]([C@@H:32]1[CH2:37][CH2:36][CH2:35][N:34]([CH2:6][C:8]2[O:41][C:38](=[O:40])[O:39][C:27]=2[CH3:12])[CH2:33]1)[C:6]([C:8]1[C:9]([C:28]([F:30])([F:29])[F:31])=[CH:10][C:11]2[O:16][C:15]([CH3:17])([CH3:18])[C:14](=[O:19])[N:13]([CH2:20][CH2:21][NH:22][C:23](=[O:26])[CH2:24][CH3:25])[C:12]=2[CH:27]=1)=[O:7])([CH3:3])[CH3:4], predict the reactants needed to synthesize it. The reactants are: Cl.[CH:2]([N:5]([C@@H:32]1[CH2:37][CH2:36][CH2:35][NH:34][CH2:33]1)[C:6]([C:8]1[C:9]([C:28]([F:31])([F:30])[F:29])=[CH:10][C:11]2[O:16][C:15]([CH3:18])([CH3:17])[C:14](=[O:19])[N:13]([CH2:20][CH2:21][NH:22][C:23](=[O:26])[CH2:24][CH3:25])[C:12]=2[CH:27]=1)=[O:7])([CH3:4])[CH3:3].[C:38](=[O:41])([O-:40])[O-:39].[K+].[K+].CN(C=O)C. (3) Given the product [Si:25]([O:1][C@@H:2]1[CH2:7][CH2:6][C@H:5]([NH:8][C:9](=[O:15])[O:10][C:11]([CH3:12])([CH3:14])[CH3:13])[CH2:4][CH2:3]1)([C:21]([CH3:24])([CH3:23])[CH3:22])([C:33]1[CH:34]=[CH:35][CH:36]=[CH:37][CH:38]=1)[C:27]1[CH:32]=[CH:31][CH:30]=[CH:29][CH:28]=1, predict the reactants needed to synthesize it. The reactants are: [OH:1][C@@H:2]1[CH2:7][CH2:6][C@H:5]([NH:8][C:9](=[O:15])[O:10][C:11]([CH3:14])([CH3:13])[CH3:12])[CH2:4][CH2:3]1.N1C=CN=C1.[C:21]([Si:25]([C:33]1[CH:38]=[CH:37][CH:36]=[CH:35][CH:34]=1)([C:27]1[CH:32]=[CH:31][CH:30]=[CH:29][CH:28]=1)Cl)([CH3:24])([CH3:23])[CH3:22].C(OCC)(=O)C. (4) Given the product [CH2:1]([S:8]([NH:11][C:12]([CH:14]1[CH2:15][CH2:16][N:17]([C:20]2[CH:30]=[CH:29][C:23]([C:24]([O:26][CH2:27][CH3:28])=[O:25])=[C:22]([CH2:32][N:33]3[CH2:37][CH2:36][CH2:35][C:34]3=[O:38])[N:21]=2)[CH2:18][CH2:19]1)=[O:13])(=[O:9])=[O:10])[C:2]1[CH:3]=[CH:4][CH:5]=[CH:6][CH:7]=1, predict the reactants needed to synthesize it. The reactants are: [CH2:1]([S:8]([NH:11][C:12]([CH:14]1[CH2:19][CH2:18][N:17]([C:20]2[C:30](Br)=[CH:29][C:23]([C:24]([O:26][CH2:27][CH3:28])=[O:25])=[C:22]([CH2:32][N:33]3[CH2:37][CH2:36][CH2:35][C:34]3=[O:38])[N:21]=2)[CH2:16][CH2:15]1)=[O:13])(=[O:10])=[O:9])[C:2]1[CH:7]=[CH:6][CH:5]=[CH:4][CH:3]=1. (5) Given the product [CH3:19][O:20][C:21]([C:23]1[CH2:24][N:25]([C:43]([O:45][C:46]([CH3:49])([CH3:48])[CH3:47])=[O:44])[CH2:26][CH2:27][C:28]=1[C:29]1[CH:34]=[CH:33][C:32]([OH:35])=[CH:31][CH:30]=1)=[O:22], predict the reactants needed to synthesize it. The reactants are: CCCC[N+](CCCC)(CCCC)CCCC.[F-].[CH3:19][O:20][C:21]([C:23]1[CH2:24][N:25]([C:43]([O:45][C:46]([CH3:49])([CH3:48])[CH3:47])=[O:44])[CH2:26][CH2:27][C:28]=1[C:29]1[CH:34]=[CH:33][C:32]([O:35][Si](C(C)(C)C)(C)C)=[CH:31][CH:30]=1)=[O:22].C(Cl)Cl. (6) Given the product [NH2:8][C:5]1[CH:6]=[CH:7][C:2]([Cl:1])=[C:3]([NH:16][C:17](=[O:21])[CH:18]([CH3:19])[CH3:20])[CH:4]=1, predict the reactants needed to synthesize it. The reactants are: [Cl:1][C:2]1[CH:7]=[CH:6][C:5]([NH:8]C(=O)OC(C)(C)C)=[CH:4][C:3]=1[NH:16][C:17](=[O:21])[CH:18]([CH3:20])[CH3:19].NC1C=C(NC(=O)OC(C)(C)C)C=CC=1Cl.C(Cl)(=O)C(C)C.C(N(CC)C(C)C)(C)C. (7) Given the product [CH3:26][C:8]1[CH:7]=[CH:6][C:5]([O:4][CH2:3][C:2]2[S:27][C:31]([CH3:32])=[CH:30][N:1]=2)=[CH:10][C:9]=1[N:11]1[CH2:20][C:19]2[C:14](=[CH:15][C:16]([C:21]([O:23][CH3:24])=[O:22])=[CH:17][CH:18]=2)[NH:13][C:12]1=[O:25], predict the reactants needed to synthesize it. The reactants are: [NH2:1][C:2](=[S:27])[CH2:3][O:4][C:5]1[CH:6]=[CH:7][C:8]([CH3:26])=[C:9]([N:11]2[CH2:20][C:19]3[C:14](=[CH:15][C:16]([C:21]([O:23][CH3:24])=[O:22])=[CH:17][CH:18]=3)[NH:13][C:12]2=[O:25])[CH:10]=1.CO[CH:30](OC)[CH:31](Cl)[CH3:32].O. (8) Given the product [ClH:42].[ClH:42].[F:41][C:19]1[CH:20]=[C:21]([C:24]([N:26]2[CH2:35][C:34]3[CH:33]=[N:32][N:31]([CH3:36])[C:30]=3[NH:29][C:28]3[CH:37]=[CH:38][CH:39]=[CH:40][C:27]2=3)=[O:25])[CH:22]=[CH:23][C:18]=1[O:17][CH2:16][CH2:15][CH2:14][N:11]1[CH2:10][CH2:9][NH:8][CH2:13][CH2:12]1, predict the reactants needed to synthesize it. The reactants are: C(OC([N:8]1[CH2:13][CH2:12][N:11]([CH2:14][CH2:15][CH2:16][O:17][C:18]2[CH:23]=[CH:22][C:21]([C:24]([N:26]3[CH2:35][C:34]4[CH:33]=[N:32][N:31]([CH3:36])[C:30]=4[NH:29][C:28]4[CH:37]=[CH:38][CH:39]=[CH:40][C:27]3=4)=[O:25])=[CH:20][C:19]=2[F:41])[CH2:10][CH2:9]1)=O)(C)(C)C.[ClH:42]. (9) Given the product [Si:13]([C:2]1[C:9]([Br:10])=[C:8]([O:11][CH3:12])[CH:7]=[CH:6][C:3]=1[CH:4]=[O:5])([C:16]([CH3:19])([CH3:18])[CH3:17])([CH3:15])[CH3:14], predict the reactants needed to synthesize it. The reactants are: O[C:2]1[C:9]([Br:10])=[C:8]([O:11][CH3:12])[CH:7]=[CH:6][C:3]=1[CH:4]=[O:5].[Si:13](Cl)([C:16]([CH3:19])([CH3:18])[CH3:17])([CH3:15])[CH3:14]. (10) Given the product [CH3:18][S:15]([NH:14][C:11]1[CH:12]=[CH:13][C:8]2[NH:7][C:5]([CH2:4][C:3]([OH:2])=[O:23])=[N:20][S:19](=[O:22])(=[O:21])[C:9]=2[CH:10]=1)(=[O:17])=[O:16], predict the reactants needed to synthesize it. The reactants are: C[O:2][C:3](=[O:23])[CH2:4][C:5]([NH:7][C:8]1[CH:13]=[CH:12][C:11]([NH:14][S:15]([CH3:18])(=[O:17])=[O:16])=[CH:10][C:9]=1[S:19](=[O:22])(=[O:21])[NH2:20])=O.O.Cl.